From a dataset of Full USPTO retrosynthesis dataset with 1.9M reactions from patents (1976-2016). Predict the reactants needed to synthesize the given product. (1) Given the product [NH2:1][C:2]1[CH:9]=[C:8]([NH:14][CH2:13][CH2:12][F:11])[C:5]([C:6]#[N:7])=[CH:4][N:3]=1, predict the reactants needed to synthesize it. The reactants are: [NH2:1][C:2]1[CH:9]=[C:8](F)[C:5]([C:6]#[N:7])=[CH:4][N:3]=1.[F:11][CH2:12][CH2:13][NH2:14]. (2) Given the product [ClH:20].[NH2:1][CH2:2][C@@H:3]([C:8]1[CH:13]=[C:12]([C:14]2[CH:19]=[C:25]([CH:24]=[CH:16][CH:15]=2)[C:26]([OH:28])=[O:27])[CH:11]=[CH:10][CH:9]=1)[CH2:4][C:5]([OH:7])=[O:6], predict the reactants needed to synthesize it. The reactants are: [NH2:1][CH2:2][C@@H:3]([C:8]1[CH:9]=[CH:10][C:11]([Cl:20])=[C:12]([CH:14]([CH3:19])[CH2:15][C:16](O)=O)[CH:13]=1)[CH2:4][C:5]([OH:7])=[O:6].Cl.NC[C@@H:24](C1C=CC(Cl)=C(C2C=CC=[C:24]([CH2:25][C:26]([OH:28])=[O:27])C=2)C=1)[CH2:25][C:26]([OH:28])=[O:27]. (3) Given the product [CH3:25][CH2:24][CH2:23][CH:22]([O:21][CH:15]([CH2:1][CH3:2])[CH2:16][CH2:17][CH3:18])[CH2:28][CH3:27], predict the reactants needed to synthesize it. The reactants are: [CH2:1](Cl)[CH2:2]Cl.C1C=CC2N(O)N=NC=2C=1.[CH2:15]([O:21][C:22]1[CH:28]=[CH:27][C:25](N)=[CH:24][CH:23]=1)[CH2:16][CH2:17][CH2:18]CC. (4) Given the product [CH2:26]([NH:28][C:23](=[O:24])[CH2:22][C@H:19]1[CH2:20][CH2:21][C@H:16]([N:15]2[C:7]3=[C:8]4[S:14][CH:13]=[CH:12][C:9]4=[N:10][CH:11]=[C:6]3[N:5]=[C:4]2[C@H:2]([OH:1])[CH3:3])[CH2:17][CH2:18]1)[CH3:27], predict the reactants needed to synthesize it. The reactants are: [OH:1][C@@H:2]([C:4]1[N:15]([C@H:16]2[CH2:21][CH2:20][C@H:19]([CH2:22][C:23](O)=[O:24])[CH2:18][CH2:17]2)[C:7]2=[C:8]3[S:14][CH:13]=[CH:12][C:9]3=[N:10][CH:11]=[C:6]2[N:5]=1)[CH3:3].[CH2:26]([NH2:28])[CH3:27].C1COCC1.F[P-](F)(F)(F)(F)F.N1(O[P+](N(C)C)(N(C)C)N(C)C)C2C=CC=CC=2N=N1.C(N(CC)C(C)C)(C)C. (5) Given the product [OH:4][C:5]1[CH:6]=[N:7][CH:8]=[CH:9][C:10]=1[CH2:11][CH2:12][CH2:13][OH:14], predict the reactants needed to synthesize it. The reactants are: COC[O:4][C:5]1[CH:6]=[N:7][CH:8]=[CH:9][C:10]=1[CH2:11][CH2:12][CH2:13][OH:14].Cl. (6) Given the product [CH3:1][C@@H:2]1[CH2:6][N:5]([CH2:7][C:34]2[CH:35]=[CH:36][N:37]=[C:32]([CH3:31])[N:33]=2)[CH2:4][C@H:3]1[C:15]1[NH:16][C:17](=[O:30])[C:18]2[CH:23]=[N:22][N:21]([CH:24]3[CH2:29][CH2:28][O:27][CH2:26][CH2:25]3)[C:19]=2[N:20]=1, predict the reactants needed to synthesize it. The reactants are: [CH3:1][C@@H:2]1[CH2:6][N:5]([CH2:7]C2C=NC(C)=NC=2)[CH2:4][C@H:3]1[C:15]1[NH:16][C:17](=[O:30])[C:18]2[CH:23]=[N:22][N:21]([CH:24]3[CH2:29][CH2:28][O:27][CH2:26][CH2:25]3)[C:19]=2[N:20]=1.[CH3:31][C:32]1[N:37]=[C:36](C=O)[CH:35]=[CH:34][N:33]=1. (7) Given the product [CH3:12][CH:3]1[C:2]([CH3:13])([CH3:1])[C:10]2[C:5](=[CH:6][CH:7]=[CH:8][CH:9]=2)[CH:4]1[OH:11], predict the reactants needed to synthesize it. The reactants are: [CH3:1][C:2]1([CH3:13])[C:10]2[C:5](=[CH:6][CH:7]=[CH:8][CH:9]=2)[C:4](=[O:11])[CH:3]1[CH3:12].[H-].[H-].[H-].[H-].[Li+].[Al+3].Cl.